Dataset: Catalyst prediction with 721,799 reactions and 888 catalyst types from USPTO. Task: Predict which catalyst facilitates the given reaction. (1) The catalyst class is: 4. Product: [Br:1][C:2]1[CH:8]=[C:7]([CH:9]([CH3:11])[CH3:10])[CH:6]=[CH:5][C:3]=1[NH:4][C:12](=[O:14])[CH3:13]. Reactant: [Br:1][C:2]1[CH:8]=[C:7]([CH:9]([CH3:11])[CH3:10])[CH:6]=[CH:5][C:3]=1[NH2:4].[C:12](OC(=O)C)(=[O:14])[CH3:13].C(N(CC)CC)C. (2) Reactant: [CH3:1][S:2]([CH2:5][CH2:6][CH2:7][NH:8][C:9]1[CH:16]=[CH:15][C:12]([C:13]#[N:14])=[CH:11][C:10]=1[N+:17]([O-])=O)(=[O:4])=[O:3]. Product: [CH3:1][S:2]([CH2:5][CH2:6][CH2:7][NH:8][C:9]1[CH:16]=[CH:15][C:12]([C:13]#[N:14])=[CH:11][C:10]=1[NH2:17])(=[O:3])=[O:4]. The catalyst class is: 475. (3) Reactant: [Br:1][C:2]1[CH:7]=[CH:6][C:5]([NH:8][C:9]2[NH:10][C:11]3[C:12](=[O:23])[CH2:13][CH2:14][CH2:15][C:16]=3[C:17]=2[C:18]([O:20][CH2:21][CH3:22])=[O:19])=[C:4]([F:24])[CH:3]=1.[C:25](=O)([O-])[O-].[Cs+].[Cs+].COS(OC)(=O)=O. Product: [Br:1][C:2]1[CH:7]=[CH:6][C:5]([NH:8][C:9]2[N:10]([CH3:25])[C:11]3[C:12](=[O:23])[CH2:13][CH2:14][CH2:15][C:16]=3[C:17]=2[C:18]([O:20][CH2:21][CH3:22])=[O:19])=[C:4]([F:24])[CH:3]=1. The catalyst class is: 18. (4) Reactant: [Br:1][C:2]1[CH:8]=[CH:7][CH:6]=[C:5]([F:9])[C:3]=1[NH2:4].I[CH2:11][CH2:12][CH2:13][CH2:14][CH2:15]I.C([O-])([O-])=O.[K+].[K+].CN(C=O)C. Product: [Br:1][C:2]1[CH:8]=[CH:7][CH:6]=[C:5]([F:9])[C:3]=1[N:4]1[CH2:15][CH2:14][CH2:13][CH2:12][CH2:11]1. The catalyst class is: 28. (5) Reactant: [C:1]([O:5][C:6]([N:8]1[CH2:13][CH2:12][N:11]([C:14]([C:16]2[N:21]=[C:20]([C:22]3[CH:27]=[CH:26][N:25]=[C:24]([NH:28][CH:29]4[CH2:34][CH2:33][CH2:32][CH2:31][CH2:30]4)[CH:23]=3)[CH:19]=[CH:18][CH:17]=2)=O)[CH2:10][CH2:9]1)=[O:7])([CH3:4])([CH3:3])[CH3:2].CC(C[AlH]CC(C)C)C. Product: [C:1]([O:5][C:6]([N:8]1[CH2:13][CH2:12][N:11]([CH2:14][C:16]2[N:21]=[C:20]([C:22]3[CH:27]=[CH:26][N:25]=[C:24]([NH:28][CH:29]4[CH2:34][CH2:33][CH2:32][CH2:31][CH2:30]4)[CH:23]=3)[CH:19]=[CH:18][CH:17]=2)[CH2:10][CH2:9]1)=[O:7])([CH3:4])([CH3:2])[CH3:3]. The catalyst class is: 49.